This data is from NCI-60 drug combinations with 297,098 pairs across 59 cell lines. The task is: Regression. Given two drug SMILES strings and cell line genomic features, predict the synergy score measuring deviation from expected non-interaction effect. (1) Drug 1: CN1C(=O)N2C=NC(=C2N=N1)C(=O)N. Drug 2: CC1C(C(CC(O1)OC2CC(CC3=C2C(=C4C(=C3O)C(=O)C5=CC=CC=C5C4=O)O)(C(=O)C)O)N)O. Cell line: CCRF-CEM. Synergy scores: CSS=38.3, Synergy_ZIP=1.77, Synergy_Bliss=2.60, Synergy_Loewe=-37.2, Synergy_HSA=2.60. (2) Drug 1: C1CCN(CC1)CCOC2=CC=C(C=C2)C(=O)C3=C(SC4=C3C=CC(=C4)O)C5=CC=C(C=C5)O. Drug 2: CCN(CC)CCCC(C)NC1=C2C=C(C=CC2=NC3=C1C=CC(=C3)Cl)OC. Cell line: UACC-257. Synergy scores: CSS=14.7, Synergy_ZIP=0.564, Synergy_Bliss=5.15, Synergy_Loewe=0.0802, Synergy_HSA=4.83. (3) Drug 1: C1=CC(=CC=C1CCCC(=O)O)N(CCCl)CCCl. Drug 2: CCC1=C2CN3C(=CC4=C(C3=O)COC(=O)C4(CC)O)C2=NC5=C1C=C(C=C5)O. Cell line: BT-549. Synergy scores: CSS=33.0, Synergy_ZIP=-4.15, Synergy_Bliss=-1.08, Synergy_Loewe=-6.82, Synergy_HSA=1.82. (4) Drug 1: CC=C1C(=O)NC(C(=O)OC2CC(=O)NC(C(=O)NC(CSSCCC=C2)C(=O)N1)C(C)C)C(C)C. Drug 2: CCC1(CC2CC(C3=C(CCN(C2)C1)C4=CC=CC=C4N3)(C5=C(C=C6C(=C5)C78CCN9C7C(C=CC9)(C(C(C8N6C)(C(=O)OC)O)OC(=O)C)CC)OC)C(=O)OC)O.OS(=O)(=O)O. Cell line: MCF7. Synergy scores: CSS=17.0, Synergy_ZIP=-4.65, Synergy_Bliss=0.985, Synergy_Loewe=-12.6, Synergy_HSA=0.178. (5) Drug 1: CC1=C(C(CCC1)(C)C)C=CC(=CC=CC(=CC(=O)O)C)C. Drug 2: CCN(CC)CCNC(=O)C1=C(NC(=C1C)C=C2C3=C(C=CC(=C3)F)NC2=O)C. Cell line: RXF 393. Synergy scores: CSS=-1.85, Synergy_ZIP=5.05, Synergy_Bliss=0.250, Synergy_Loewe=-8.35, Synergy_HSA=-6.38. (6) Drug 1: CC1C(C(CC(O1)OC2CC(CC3=C2C(=C4C(=C3O)C(=O)C5=C(C4=O)C(=CC=C5)OC)O)(C(=O)C)O)N)O.Cl. Drug 2: COC1=NC(=NC2=C1N=CN2C3C(C(C(O3)CO)O)O)N. Cell line: PC-3. Synergy scores: CSS=8.53, Synergy_ZIP=-4.61, Synergy_Bliss=-3.85, Synergy_Loewe=-16.0, Synergy_HSA=-3.01. (7) Drug 1: CC1CCC2CC(C(=CC=CC=CC(CC(C(=O)C(C(C(=CC(C(=O)CC(OC(=O)C3CCCCN3C(=O)C(=O)C1(O2)O)C(C)CC4CCC(C(C4)OC)OCCO)C)C)O)OC)C)C)C)OC. Synergy scores: CSS=15.3, Synergy_ZIP=-1.82, Synergy_Bliss=-1.68, Synergy_Loewe=-8.70, Synergy_HSA=-2.32. Drug 2: CC(C)CN1C=NC2=C1C3=CC=CC=C3N=C2N. Cell line: 786-0.